From a dataset of NCI-60 drug combinations with 297,098 pairs across 59 cell lines. Regression. Given two drug SMILES strings and cell line genomic features, predict the synergy score measuring deviation from expected non-interaction effect. (1) Drug 1: C1=C(C(=O)NC(=O)N1)F. Drug 2: CNC(=O)C1=NC=CC(=C1)OC2=CC=C(C=C2)NC(=O)NC3=CC(=C(C=C3)Cl)C(F)(F)F. Cell line: OVCAR-5. Synergy scores: CSS=50.8, Synergy_ZIP=0.934, Synergy_Bliss=-0.189, Synergy_Loewe=1.81, Synergy_HSA=2.52. (2) Drug 1: C1=NC2=C(N1)C(=S)N=C(N2)N. Drug 2: CCC1(C2=C(COC1=O)C(=O)N3CC4=CC5=C(C=CC(=C5CN(C)C)O)N=C4C3=C2)O.Cl. Cell line: HL-60(TB). Synergy scores: CSS=88.2, Synergy_ZIP=2.99, Synergy_Bliss=3.13, Synergy_Loewe=2.87, Synergy_HSA=5.62. (3) Drug 1: C1CC(C1)(C(=O)O)C(=O)O.[NH2-].[NH2-].[Pt+2]. Drug 2: CC12CCC3C(C1CCC2OP(=O)(O)O)CCC4=C3C=CC(=C4)OC(=O)N(CCCl)CCCl.[Na+]. Cell line: HT29. Synergy scores: CSS=4.31, Synergy_ZIP=-0.428, Synergy_Bliss=1.82, Synergy_Loewe=-0.225, Synergy_HSA=0.0299. (4) Drug 1: CN1C2=C(C=C(C=C2)N(CCCl)CCCl)N=C1CCCC(=O)O.Cl. Drug 2: C#CCC(CC1=CN=C2C(=N1)C(=NC(=N2)N)N)C3=CC=C(C=C3)C(=O)NC(CCC(=O)O)C(=O)O. Cell line: NCI-H460. Synergy scores: CSS=0.820, Synergy_ZIP=-0.790, Synergy_Bliss=-0.668, Synergy_Loewe=-0.0684, Synergy_HSA=-0.983.